From a dataset of Reaction yield outcomes from USPTO patents with 853,638 reactions. Predict the reaction yield, written as a fraction of the theoretical maximum amount of product (1.0 means a 100% yield; for example, 0.34 means a 34% yield). (1) The yield is 0.0700. The catalyst is CO. The reactants are [NH2:1][C:2]1[NH:6][N:5]=[C:4]([CH3:7])[C:3]=1[C:8]1[S:9][C:10]2[CH:16]=[C:15]([S:17](Cl)(=[O:19])=[O:18])[CH:14]=[CH:13][C:11]=2[N:12]=1.[CH2:21]([NH2:29])[CH2:22][C:23]1[CH:28]=[CH:27][CH:26]=[CH:25][CH:24]=1.CN1CCOCC1. The product is [CH2:21]([NH:29][S:17]([C:15]1[CH:14]=[CH:13][C:11]2[N:12]=[C:8]([C:3]3[C:4]([CH3:7])=[N:5][NH:6][C:2]=3[NH2:1])[S:9][C:10]=2[CH:16]=1)(=[O:19])=[O:18])[CH2:22][C:23]1[CH:28]=[CH:27][CH:26]=[CH:25][CH:24]=1. (2) The reactants are Cl[CH2:2][CH2:3][CH2:4][S:5]([C:8]1[CH:17]=[CH:16][C:11]2[N:12]=[C:13]([NH2:15])[S:14][C:10]=2[CH:9]=1)(=[O:7])=[O:6].[I-:18].[Na+]. The catalyst is CC(C)=O. The product is [I:18][CH2:2][CH2:3][CH2:4][S:5]([C:8]1[CH:17]=[CH:16][C:11]2[N:12]=[C:13]([NH2:15])[S:14][C:10]=2[CH:9]=1)(=[O:7])=[O:6]. The yield is 0.900. (3) The reactants are [NH:1]([C:3]1[CH:4]=[C:5]([CH:9]=[CH:10][CH:11]=1)[C:6]([OH:8])=[O:7])[NH2:2].[F:12][C:13]1[CH:20]=[CH:19][C:18]([I:21])=[CH:17][C:14]=1[CH:15]=O.C(=O)([O-])[O-].[Cs+].[Cs+].Cl. The catalyst is CN(C=O)C.O. The product is [F:12][C:13]1[CH:20]=[CH:19][C:18]([I:21])=[CH:17][C:14]=1[CH:15]=[N:2][NH:1][C:3]1[CH:4]=[C:5]([CH:9]=[CH:10][CH:11]=1)[C:6]([OH:8])=[O:7]. The yield is 0.980. (4) The yield is 0.600. The reactants are [NH2:1][CH2:2][C@H:3]1[C@H:12]2[CH2:13][CH2:14][N:15]([C:16]([C@H:18]3[CH2:23][CH2:22][CH2:21][CH2:20][C@H:19]3[NH:24][C:25](=[O:32])[C:26]3[CH:31]=[CH:30][CH:29]=[CH:28][CH:27]=3)=[O:17])[C@H:11]2[C:10]2[CH:9]=[CH:8][CH:7]=[CH:6][C:5]=2[NH:4]1.[C:33](OC(=O)C)(=[O:35])[CH3:34]. The product is [C:33]([NH:1][CH2:2][C@H:3]1[C@H:12]2[CH2:13][CH2:14][N:15]([C:16]([C@H:18]3[CH2:23][CH2:22][CH2:21][CH2:20][C@H:19]3[NH:24][C:25](=[O:32])[C:26]3[CH:27]=[CH:28][CH:29]=[CH:30][CH:31]=3)=[O:17])[C@H:11]2[C:10]2[CH:9]=[CH:8][CH:7]=[CH:6][C:5]=2[NH:4]1)(=[O:35])[CH3:34]. The catalyst is O1CCCC1.